Dataset: Forward reaction prediction with 1.9M reactions from USPTO patents (1976-2016). Task: Predict the product of the given reaction. Given the reactants [CH3:1][O:2][C:3]1[C:8]([N+:9]([O-:11])=[O:10])=[C:7]([NH2:12])[CH:6]=[C:5]([C:13]2[CH:18]=[CH:17][CH:16]=[CH:15][C:14]=2[C:19]([F:22])([F:21])[F:20])[N:4]=1.[H-].[Na+].[C:25]([C:29]1[C:30]([Cl:38])=[C:31]([C:35](O)=[O:36])[N:32]([CH3:34])[N:33]=1)([CH3:28])([CH3:27])[CH3:26].C(Cl)(=O)C(Cl)=O, predict the reaction product. The product is: [CH3:1][O:2][C:3]1[C:8]([N+:9]([O-:11])=[O:10])=[C:7]([NH:12][C:35]([C:31]2[N:32]([CH3:34])[N:33]=[C:29]([C:25]([CH3:27])([CH3:26])[CH3:28])[C:30]=2[Cl:38])=[O:36])[CH:6]=[C:5]([C:13]2[CH:18]=[CH:17][CH:16]=[CH:15][C:14]=2[C:19]([F:22])([F:20])[F:21])[N:4]=1.